This data is from NCI-60 drug combinations with 297,098 pairs across 59 cell lines. The task is: Regression. Given two drug SMILES strings and cell line genomic features, predict the synergy score measuring deviation from expected non-interaction effect. Drug 1: CCC(=C(C1=CC=CC=C1)C2=CC=C(C=C2)OCCN(C)C)C3=CC=CC=C3.C(C(=O)O)C(CC(=O)O)(C(=O)O)O. Drug 2: C(=O)(N)NO. Cell line: MDA-MB-435. Synergy scores: CSS=-2.55, Synergy_ZIP=1.60, Synergy_Bliss=0.511, Synergy_Loewe=-0.375, Synergy_HSA=-2.63.